Task: Regression. Given two drug SMILES strings and cell line genomic features, predict the synergy score measuring deviation from expected non-interaction effect.. Dataset: NCI-60 drug combinations with 297,098 pairs across 59 cell lines (1) Drug 1: C1=CC(=CC=C1CC(C(=O)O)N)N(CCCl)CCCl.Cl. Drug 2: CC1=C(C(CCC1)(C)C)C=CC(=CC=CC(=CC(=O)O)C)C. Cell line: BT-549. Synergy scores: CSS=9.25, Synergy_ZIP=0.401, Synergy_Bliss=1.29, Synergy_Loewe=-4.30, Synergy_HSA=-3.21. (2) Drug 2: COCCOC1=C(C=C2C(=C1)C(=NC=N2)NC3=CC=CC(=C3)C#C)OCCOC.Cl. Drug 1: C1=CN(C(=O)N=C1N)C2C(C(C(O2)CO)O)O.Cl. Cell line: HCT116. Synergy scores: CSS=30.3, Synergy_ZIP=0.153, Synergy_Bliss=-3.36, Synergy_Loewe=-24.8, Synergy_HSA=-2.61. (3) Drug 1: CC(CN1CC(=O)NC(=O)C1)N2CC(=O)NC(=O)C2. Drug 2: CC1=CC2C(CCC3(C2CCC3(C(=O)C)OC(=O)C)C)C4(C1=CC(=O)CC4)C. Cell line: SF-268. Synergy scores: CSS=16.6, Synergy_ZIP=-1.63, Synergy_Bliss=6.10, Synergy_Loewe=-4.97, Synergy_HSA=1.82. (4) Drug 1: C1CC(C1)(C(=O)O)C(=O)O.[NH2-].[NH2-].[Pt+2]. Drug 2: CCCCCOC(=O)NC1=NC(=O)N(C=C1F)C2C(C(C(O2)C)O)O. Cell line: SNB-19. Synergy scores: CSS=0.272, Synergy_ZIP=-3.84, Synergy_Bliss=-12.1, Synergy_Loewe=-6.81, Synergy_HSA=-10.9. (5) Drug 1: C1=CC(=CC=C1CCCC(=O)O)N(CCCl)CCCl. Drug 2: CC1CCCC2(C(O2)CC(NC(=O)CC(C(C(=O)C(C1O)C)(C)C)O)C(=CC3=CSC(=N3)C)C)C. Cell line: UACC62. Synergy scores: CSS=21.7, Synergy_ZIP=-7.55, Synergy_Bliss=-2.89, Synergy_Loewe=-2.19, Synergy_HSA=-1.88. (6) Drug 1: CC12CCC3C(C1CCC2=O)CC(=C)C4=CC(=O)C=CC34C. Drug 2: C1=C(C(=O)NC(=O)N1)F. Cell line: U251. Synergy scores: CSS=57.8, Synergy_ZIP=-0.743, Synergy_Bliss=-2.65, Synergy_Loewe=-2.30, Synergy_HSA=-0.196. (7) Drug 1: CCCCCOC(=O)NC1=NC(=O)N(C=C1F)C2C(C(C(O2)C)O)O. Drug 2: CC(C)(C#N)C1=CC(=CC(=C1)CN2C=NC=N2)C(C)(C)C#N. Cell line: HOP-92. Synergy scores: CSS=-0.0470, Synergy_ZIP=0.158, Synergy_Bliss=-1.74, Synergy_Loewe=-2.83, Synergy_HSA=-2.91.